From a dataset of Catalyst prediction with 721,799 reactions and 888 catalyst types from USPTO. Predict which catalyst facilitates the given reaction. (1) Reactant: [C:1]([O:13][CH3:14])(=[O:12])[C:2]1[CH:11]=[CH:10][C:5]([C:6]([O:8][CH3:9])=[O:7])=[CH:4][CH:3]=1.C(O)[CH2:16][CH2:17][CH2:18][CH2:19][CH2:20][CH2:21][CH2:22][CH2:23][CH2:24][CH2:25][CH2:26][CH2:27][CH2:28][CH2:29][CH2:30][CH2:31][CH2:32][CH2:33][CH2:34][CH2:35][CH3:36]. Product: [C:6]([O:8][CH2:9][CH2:36][CH2:35][CH2:34][CH2:33][CH2:32][CH2:31][CH2:30][CH2:29][CH2:28][CH2:27][CH2:26][CH2:25][CH2:24][CH2:23][CH2:22][CH2:21][CH2:20][CH2:19][CH2:18][CH2:17][CH3:16])(=[O:7])[C:5]1[CH:10]=[CH:11][C:2]([C:1]([O:13][CH2:14][CH2:36][CH2:35][CH2:34][CH2:33][CH2:32][CH2:31][CH2:30][CH2:29][CH2:28][CH2:27][CH2:26][CH2:25][CH2:24][CH2:23][CH2:22][CH2:21][CH2:20][CH2:19][CH2:18][CH2:17][CH3:16])=[O:12])=[CH:3][CH:4]=1. The catalyst class is: 5. (2) Reactant: [H-].[Na+].CI.[Cl:5][C:6]1[CH:11]=[CH:10][N:9]=[C:8]2[CH:12]=[C:13]([C:15]([N:17]3[CH2:21][CH2:20][CH:19]([CH2:22][NH:23][C:24](=O)OC(C)(C)C)[CH2:18]3)=[O:16])[S:14][C:7]=12.C(O)(C(F)(F)F)=O.C([O-])(O)=O.[Na+]. Product: [Cl:5][C:6]1[CH:11]=[CH:10][N:9]=[C:8]2[CH:12]=[C:13]([C:15]([N:17]3[CH2:21][CH2:20][CH:19]([CH2:22][NH:23][CH3:24])[CH2:18]3)=[O:16])[S:14][C:7]=12. The catalyst class is: 1.